The task is: Binary Classification. Given a drug SMILES string, predict its activity (active/inactive) in a high-throughput screening assay against a specified biological target.. This data is from Kir2.1 potassium channel HTS with 301,493 compounds. (1) The drug is O=C(N1CCCCC1)Nc1cc2nc(c(nc2cc1)C)C. The result is 0 (inactive). (2) The drug is o1nc(c2nc(NC3CCCC3)nc(c2)C)cc1c1ccccc1. The result is 0 (inactive). (3) The result is 0 (inactive). The drug is Clc1ccc(CNC(=O)CN(CC)C(=O)CSc2cc(ccc2)C(F)(F)F)cc1. (4) The compound is s1c(C(=O)CCC(=O)NCC(=O)Nc2c(F)c(F)c(F)cc2)ccc1. The result is 0 (inactive). (5) The drug is S(c1[nH]n2C(C3=C(N=c2n1)CCCC3=O)c1cc(OC)c(OC)cc1)Cc1ccccc1. The result is 0 (inactive).